Task: Predict the reactants needed to synthesize the given product.. Dataset: Full USPTO retrosynthesis dataset with 1.9M reactions from patents (1976-2016) (1) Given the product [C:1]([NH:10][C:11]1[CH:16]=[C:15]([CH2:17][C:18]([C:20]2[CH:25]=[CH:24][C:23]([O:26][CH3:27])=[CH:22][CH:21]=2)=[O:19])[CH:14]=[CH:13][N:12]=1)(=[O:8])[C:2]1[CH:7]=[CH:6][CH:5]=[CH:4][CH:3]=1, predict the reactants needed to synthesize it. The reactants are: [C:1](Cl)(=[O:8])[C:2]1[CH:7]=[CH:6][CH:5]=[CH:4][CH:3]=1.[NH2:10][C:11]1[CH:16]=[C:15]([CH2:17][C:18]([C:20]2[CH:25]=[CH:24][C:23]([O:26][CH3:27])=[CH:22][CH:21]=2)=[O:19])[CH:14]=[CH:13][N:12]=1.O. (2) Given the product [CH2:5]([C:7]1[C:16]2[C:11](=[CH:12][CH:13]=[CH:14][CH:15]=2)[C:10]([N+:1]([O-:4])=[O:2])=[CH:9][CH:8]=1)[CH3:6], predict the reactants needed to synthesize it. The reactants are: [N+:1]([O-:4])(O)=[O:2].[CH2:5]([C:7]1[C:16]2[C:11](=[CH:12][CH:13]=[CH:14][CH:15]=2)[CH:10]=[CH:9][CH:8]=1)[CH3:6]. (3) Given the product [CH3:16][O:15][C:11](=[O:14])[CH2:12][CH2:13][C:5]([C:6]#[N:7])([C:4]1[CH:3]=[C:2]([CH3:1])[CH:10]=[CH:9][CH:8]=1)[CH2:13][CH2:12][C:11]([O:15][CH3:16])=[O:14], predict the reactants needed to synthesize it. The reactants are: [CH3:1][C:2]1[CH:3]=[C:4]([CH:8]=[CH:9][CH:10]=1)[CH2:5][C:6]#[N:7].[C:11]([O:15][CH3:16])(=[O:14])[CH:12]=[CH2:13].Cl.